Dataset: Peptide-MHC class I binding affinity with 185,985 pairs from IEDB/IMGT. Task: Regression. Given a peptide amino acid sequence and an MHC pseudo amino acid sequence, predict their binding affinity value. This is MHC class I binding data. (1) The peptide sequence is NPSQQQPQEQV. The MHC is HLA-B53:01 with pseudo-sequence HLA-B53:01. The binding affinity (normalized) is 0. (2) The peptide sequence is KREEHYIVL. The MHC is HLA-B07:02 with pseudo-sequence HLA-B07:02. The binding affinity (normalized) is 0.0847. (3) The peptide sequence is QLLQANPIL. The MHC is HLA-A02:02 with pseudo-sequence HLA-A02:02. The binding affinity (normalized) is 0.518. (4) The peptide sequence is ALRQARAAF. The MHC is HLA-B51:01 with pseudo-sequence HLA-B51:01. The binding affinity (normalized) is 0.0847. (5) The peptide sequence is GQTGNRGPP. The MHC is H-2-Dd with pseudo-sequence H-2-Dd. The binding affinity (normalized) is 0. (6) The peptide sequence is NLNFDQAAL. The MHC is HLA-A02:12 with pseudo-sequence HLA-A02:12. The binding affinity (normalized) is 0.592.